The task is: Predict the reactants needed to synthesize the given product.. This data is from Full USPTO retrosynthesis dataset with 1.9M reactions from patents (1976-2016). (1) Given the product [C:14]([C:16]1[C:17]([O:45][CH3:46])=[C:18]([CH2:26][N:27]([CH3:44])[C:28](=[O:43])[CH:29]([C:36]2[CH:37]=[CH:38][C:39]([F:42])=[CH:40][CH:41]=2)[N:30]2[CH2:31][CH2:32][N:33]([CH2:7][C:8]([F:9])([F:10])[F:11])[CH2:34][CH2:35]2)[C:19]2[C:24]([CH:25]=1)=[CH:23][CH:22]=[CH:21][CH:20]=2)#[N:15], predict the reactants needed to synthesize it. The reactants are: FC(F)(F)S(O[CH2:7][C:8]([F:11])([F:10])[F:9])(=O)=O.[C:14]([C:16]1[C:17]([O:45][CH3:46])=[C:18]([CH2:26][N:27]([CH3:44])[C:28](=[O:43])[CH:29]([C:36]2[CH:41]=[CH:40][C:39]([F:42])=[CH:38][CH:37]=2)[N:30]2[CH2:35][CH2:34][NH:33][CH2:32][CH2:31]2)[C:19]2[C:24]([CH:25]=1)=[CH:23][CH:22]=[CH:21][CH:20]=2)#[N:15].C(N(C(C)C)CC)(C)C. (2) Given the product [ClH:26].[CH2:1]1[C:10]2[C:5](=[CH:6][CH:7]=[CH:8][CH:9]=2)[CH2:4][CH2:3][N:2]1[C:11]1[N:16]=[C:15]([CH2:17][NH2:19])[CH:14]=[CH:13][CH:12]=1, predict the reactants needed to synthesize it. The reactants are: [CH2:1]1[C:10]2[C:5](=[CH:6][CH:7]=[CH:8][CH:9]=2)[CH2:4][CH2:3][N:2]1[C:11]1[N:16]=[C:15]([C:17]([NH2:19])=O)[CH:14]=[CH:13][CH:12]=1.[H-].[Al+3].[Li+].[H-].[H-].[H-].[ClH:26]. (3) Given the product [CH2:1]([N:3]1[CH2:4][CH2:5][N:6]([C:9]2[C:18]3[C:13](=[CH:14][CH:15]=[CH:16][CH:17]=3)[CH:12]=[C:11]([C:19]3[CH:20]=[CH:21][C:22]([C:25]([OH:27])([CH3:28])[CH3:26])=[CH:23][CH:24]=3)[N:10]=2)[CH2:7][CH2:8]1)[CH3:2], predict the reactants needed to synthesize it. The reactants are: [CH2:1]([N:3]1[CH2:8][CH2:7][N:6]([C:9]2[C:18]3[C:13](=[CH:14][CH:15]=[CH:16][CH:17]=3)[CH:12]=[C:11]([C:19]3[CH:24]=[CH:23][C:22]([C:25](=[O:27])[CH3:26])=[CH:21][CH:20]=3)[N:10]=2)[CH2:5][CH2:4]1)[CH3:2].[CH3:28][Mg]Br.CCOCC.[Cl-].[NH4+].C(=O)([O-])[O-].[Na+].[Na+]. (4) Given the product [CH3:38][O:37][C:35]([C:19]1[N:18]([CH3:39])[C:17]([C:14]2[CH2:15][CH2:16][NH:11][CH2:12][CH:13]=2)=[C:21]([C:22]2[CH:27]=[CH:26][N:25]=[CH:24][CH:23]=2)[C:20]=1[C:28]1[CH:29]=[CH:30][C:31]([F:34])=[CH:32][CH:33]=1)=[O:36], predict the reactants needed to synthesize it. The reactants are: C1(COC([N:11]2[CH2:16][CH:15]=[C:14]([C:17]3[N:18]([CH3:39])[C:19]([C:35]([O:37][CH3:38])=[O:36])=[C:20]([C:28]4[CH:33]=[CH:32][C:31]([F:34])=[CH:30][CH:29]=4)[C:21]=3[C:22]3[CH:27]=[CH:26][N:25]=[CH:24][CH:23]=3)[CH2:13][CH2:12]2)=O)C=CC=CC=1.Cl. (5) Given the product [OH:13][C:14]([CH3:49])([CH3:50])[CH2:15][O:16][C@H:17]1[CH2:18][C@H:19]([N:21]2[C:26](=[O:27])[C:25]([CH2:28][C:29]3[CH:34]=[CH:33][C:32]([C:35]4[CH:40]=[CH:39][CH:38]=[CH:37][C:36]=4[C:41]4[NH:3][C:4](=[O:7])[O:5][N:42]=4)=[CH:31][CH:30]=3)=[C:24]([CH2:43][CH2:44][CH3:45])[N:23]3[N:46]=[CH:47][N:48]=[C:22]23)[CH2:20]1, predict the reactants needed to synthesize it. The reactants are: [Cl-].O[NH3+:3].[C:4](=[O:7])([O-])[OH:5].[Na+].CS(C)=O.[OH:13][C:14]([CH3:50])([CH3:49])[CH2:15][O:16][C@H:17]1[CH2:20][C@H:19]([N:21]2[C:26](=[O:27])[C:25]([CH2:28][C:29]3[CH:34]=[CH:33][C:32]([C:35]4[C:36]([C:41]#[N:42])=[CH:37][CH:38]=[CH:39][CH:40]=4)=[CH:31][CH:30]=3)=[C:24]([CH2:43][CH2:44][CH3:45])[N:23]3[N:46]=[CH:47][N:48]=[C:22]23)[CH2:18]1.